This data is from Forward reaction prediction with 1.9M reactions from USPTO patents (1976-2016). The task is: Predict the product of the given reaction. (1) Given the reactants [NH2:1][C:2]1[N:7]=[C:6]([N:8]2[C:16]3[C:11](=[CH:12][CH:13]=[C:14]([C:17]#[C:18][C:19]([C:22]4[N:26]=[CH:25][N:24](C5CCCCO5)[N:23]=4)([OH:21])[CH3:20])[CH:15]=3)[C:10]([CH3:33])=[N:9]2)[CH:5]=[CH:4][N:3]=1.C1(C)C=CC(S(O)(=O)=O)=CC=1, predict the reaction product. The product is: [NH2:1][C:2]1[N:7]=[C:6]([N:8]2[C:16]3[C:11](=[CH:12][CH:13]=[C:14]([C:17]#[C:18][C:19]([C:22]4[N:26]=[CH:25][NH:24][N:23]=4)([OH:21])[CH3:20])[CH:15]=3)[C:10]([CH3:33])=[N:9]2)[CH:5]=[CH:4][N:3]=1. (2) Given the reactants [CH2:1]([O:8][N:9]1[C:15](=[O:16])[N:14]2[CH2:17][C@H:10]1[CH2:11][CH2:12][C@H:13]2[C:18]([OH:20])=O)[C:2]1[CH:7]=[CH:6][CH:5]=[CH:4][CH:3]=1.[NH2:21][O:22][CH2:23][CH2:24][N:25]([CH3:33])[C:26](=[O:32])[O:27][C:28]([CH3:31])([CH3:30])[CH3:29], predict the reaction product. The product is: [C:28]([O:27][C:26](=[O:32])[N:25]([CH2:24][CH2:23][O:22][NH:21][C:18]([C@@H:13]1[CH2:12][CH2:11][C@@H:10]2[CH2:17][N:14]1[C:15](=[O:16])[N:9]2[O:8][CH2:1][C:2]1[CH:3]=[CH:4][CH:5]=[CH:6][CH:7]=1)=[O:20])[CH3:33])([CH3:31])([CH3:29])[CH3:30]. (3) Given the reactants [CH3:1][C:2]([O:5][C:6]([N:8]1[CH2:14][CH2:13][C:12]2[CH:15]=[CH:16][C:17]([O:19][C:20]3[CH:28]=[CH:27][C:23]([C:24]([OH:26])=O)=[CH:22][C:21]=3[O:29][CH3:30])=[CH:18][C:11]=2[CH2:10][CH2:9]1)=[O:7])([CH3:4])[CH3:3].[C:31](N1C=CN=C1)([N:33]1C=CN=C1)=O.CN, predict the reaction product. The product is: [CH3:31][NH:33][C:24]([C:23]1[CH:27]=[CH:28][C:20]([O:19][C:17]2[CH:16]=[CH:15][C:12]3[CH2:13][CH2:14][N:8]([C:6]([O:5][C:2]([CH3:4])([CH3:3])[CH3:1])=[O:7])[CH2:9][CH2:10][C:11]=3[CH:18]=2)=[C:21]([O:29][CH3:30])[CH:22]=1)=[O:26]. (4) Given the reactants [CH3:1][C:2]1[C:7]([CH3:8])=[C:6]([O:9][CH2:10][C:11]2[C:19]3[O:18][C:17]([CH3:20])=[CH:16][C:15]=3[CH:14]=[C:13]([C:21]#[C:22][CH2:23][S:24][CH3:25])[CH:12]=2)[CH:5]=[CH:4][C:3]=1[CH2:26][CH2:27][C:28]([O:30]CC)=[O:29].[Li+].[OH-].Cl, predict the reaction product. The product is: [CH3:1][C:2]1[C:7]([CH3:8])=[C:6]([O:9][CH2:10][C:11]2[C:19]3[O:18][C:17]([CH3:20])=[CH:16][C:15]=3[CH:14]=[C:13]([C:21]#[C:22][CH2:23][S:24][CH3:25])[CH:12]=2)[CH:5]=[CH:4][C:3]=1[CH2:26][CH2:27][C:28]([OH:30])=[O:29]. (5) Given the reactants [Br:1][C:2]1[CH:7]=[CH:6][C:5]([C:8]2([C:14](OC)=[O:15])[CH2:12][CH2:11][N:10]([CH3:13])[CH2:9]2)=[C:4]([N+:18]([O-])=O)[CH:3]=1, predict the reaction product. The product is: [Br:1][C:2]1[CH:3]=[C:4]2[NH:18][C:14](=[O:15])[C:8]3([CH2:12][CH2:11][N:10]([CH3:13])[CH2:9]3)[C:5]2=[CH:6][CH:7]=1. (6) Given the reactants FC(F)(F)C(O)=O.[CH2:8]1[C:10]2([NH:15][CH2:14][CH2:13][CH2:12][CH2:11]2)[CH:9]1[CH2:16][NH:17][C:18]([C:20]1[NH:28][C:27]2[CH:26]=[CH:25][N:24]=[CH:23][C:22]=2[CH:21]=1)=[O:19].C(N(CC)CC)C.[CH3:36][C:37]([CH3:43])([CH3:42])[CH2:38][C:39](Cl)=[O:40], predict the reaction product. The product is: [CH3:36][C:37]([CH3:43])([CH3:42])[CH2:38][C:39]([N:15]1[C:10]2([CH2:8][CH:9]2[CH2:16][NH:17][C:18]([C:20]2[NH:28][C:27]3[CH:26]=[CH:25][N:24]=[CH:23][C:22]=3[CH:21]=2)=[O:19])[CH2:11][CH2:12][CH2:13][CH2:14]1)=[O:40]. (7) Given the reactants [CH3:1][C:2]1([CH3:27])[CH2:11][C:10]2[C:5](=[CH:6][CH:7]=[C:8]([C:12]([O:14]C)=[O:13])[CH:9]=2)[NH:4][CH:3]1[C:16]1[CH:21]=[CH:20][CH:19]=[CH:18][C:17]=1[NH:22][S:23]([CH3:26])(=[O:25])=[O:24].[OH-].[Na+], predict the reaction product. The product is: [CH3:1][C:2]1([CH3:27])[CH2:11][C:10]2[C:5](=[CH:6][CH:7]=[C:8]([C:12]([OH:14])=[O:13])[CH:9]=2)[NH:4][CH:3]1[C:16]1[CH:21]=[CH:20][CH:19]=[CH:18][C:17]=1[NH:22][S:23]([CH3:26])(=[O:25])=[O:24].